This data is from Reaction yield outcomes from USPTO patents with 853,638 reactions. The task is: Predict the reaction yield, written as a fraction of the theoretical maximum amount of product (1.0 means a 100% yield; for example, 0.34 means a 34% yield). (1) The reactants are [Cl:1][C:2]1[CH:3]=[C:4]2[C:10]([C:11]3[CH:12]=[N:13][CH:14]=[N:15][CH:16]=3)=[C:9](I)[NH:8][C:5]2=[N:6][CH:7]=1.[C:18]([O:22][C:23](=[O:40])[NH:24][C:25]1[CH:30]=[CH:29][C:28](B2OC(C)(C)C(C)(C)O2)=[CH:27][CH:26]=1)([CH3:21])([CH3:20])[CH3:19].C(=O)([O-])[O-].[K+].[K+].O. The catalyst is O1CCOCC1.C1(P(C2C=CC=CC=2)[C-]2C=CC=C2)C=CC=CC=1.[C-]1(P(C2C=CC=CC=2)C2C=CC=CC=2)C=CC=C1.[Fe+2].Cl[Pd]Cl. The product is [C:18]([O:22][C:23](=[O:40])[NH:24][C:25]1[CH:26]=[CH:27][C:28]([C:9]2[NH:8][C:5]3=[N:6][CH:7]=[C:2]([Cl:1])[CH:3]=[C:4]3[C:10]=2[C:11]2[CH:12]=[N:13][CH:14]=[N:15][CH:16]=2)=[CH:29][CH:30]=1)([CH3:21])([CH3:19])[CH3:20]. The yield is 0.810. (2) The reactants are [Br:1][C:2]1[C:15]2[C:14]([C:17]3[CH:22]=[CH:21][CH:20]=[CH:19][CH:18]=3)(O)[C:13]3[C:8](=[CH:9][CH:10]=[CH:11][CH:12]=3)[C:7]([C:24]3[CH:29]=[CH:28][CH:27]=[CH:26][CH:25]=3)(O)[C:6]=2[CH:5]=[CH:4][CH:3]=1.[I-].[K+].O.[PH2](=O)[O-].[Na+].[PH2](=O)O. The catalyst is C(O)(=O)C. The product is [Br:1][C:2]1[C:15]2[C:6](=[C:7]([C:24]3[CH:29]=[CH:28][CH:27]=[CH:26][CH:25]=3)[C:8]3[C:13]([C:14]=2[C:17]2[CH:22]=[CH:21][CH:20]=[CH:19][CH:18]=2)=[CH:12][CH:11]=[CH:10][CH:9]=3)[CH:5]=[CH:4][CH:3]=1. The yield is 0.0380.